From a dataset of Reaction yield outcomes from USPTO patents with 853,638 reactions. Predict the reaction yield, written as a fraction of the theoretical maximum amount of product (1.0 means a 100% yield; for example, 0.34 means a 34% yield). (1) The reactants are [CH2:1]([CH:3]1[C:8](B2OC(C)(C)C(C)(C)O2)=[CH:7][CH2:6][N:5]([C:18]([O:20][C:21]([CH3:24])([CH3:23])[CH3:22])=[O:19])[CH2:4]1)[CH3:2].Br[C:26]1[CH:27]=[CH:28][C:29]([CH2:32][N:33]2[C:41]3[C:36](=[CH:37][C:38]([S:42]([CH3:45])(=[O:44])=[O:43])=[CH:39][CH:40]=3)[CH:35]=[CH:34]2)=[N:30][CH:31]=1. No catalyst specified. The product is [CH2:1]([CH:3]1[C:8]([C:26]2[CH:27]=[CH:28][C:29]([CH2:32][N:33]3[C:41]4[C:36](=[CH:37][C:38]([S:42]([CH3:45])(=[O:43])=[O:44])=[CH:39][CH:40]=4)[CH:35]=[CH:34]3)=[N:30][CH:31]=2)=[CH:7][CH2:6][N:5]([C:18]([O:20][C:21]([CH3:22])([CH3:23])[CH3:24])=[O:19])[CH2:4]1)[CH3:2]. The yield is 0.390. (2) The reactants are [CH3:1][O:2][C:3]1[C:12]2[C:7](=[CH:8][CH:9]=[CH:10][CH:11]=2)[C:6]([NH:13]S(C2SC=CC=2)(=O)=O)=[CH:5][C:4]=1[S:22][CH2:23][C:24]([O:26][CH3:27])=[O:25].[C:28]1([C:38]2[CH:43]=[CH:42][CH:41]=[CH:40][CH:39]=2)[C:29]([S:34](Cl)(=[O:36])=[O:35])=[CH:30][CH:31]=[CH:32][CH:33]=1. No catalyst specified. The product is [C:28]1([C:38]2[CH:43]=[CH:42][CH:41]=[CH:40][CH:39]=2)[CH:33]=[CH:32][CH:31]=[CH:30][C:29]=1[S:34]([NH:13][C:6]1[C:7]2[C:12](=[CH:11][CH:10]=[CH:9][CH:8]=2)[C:3]([O:2][CH3:1])=[C:4]([S:22][CH2:23][C:24]([O:26][CH3:27])=[O:25])[CH:5]=1)(=[O:36])=[O:35]. The yield is 0.580. (3) The reactants are [CH:1]1([C:7]2[CH:21]=[CH:20][C:10]([O:11][C:12]3[CH:13]=[C:14]([CH:17]=[CH:18][CH:19]=3)[C:15]#[N:16])=[CH:9][CH:8]=2)[CH2:6][CH2:5][CH2:4][CH2:3][CH2:2]1.[NH4+].[Cl-]. The yield is 0.840. The catalyst is C(OCC)C.C1COCC1. The product is [CH:1]1([C:7]2[CH:21]=[CH:20][C:10]([O:11][C:12]3[CH:13]=[C:14]([CH:17]=[CH:18][CH:19]=3)[CH2:15][NH2:16])=[CH:9][CH:8]=2)[CH2:2][CH2:3][CH2:4][CH2:5][CH2:6]1. (4) The reactants are C([C:3]1[C:4](=[O:11])[NH:5][C:6]([CH3:10])=[C:7]([CH3:9])[CH:8]=1)#N.Cl. The catalyst is O. The product is [CH3:9][C:7]1[CH:8]=[CH:3][C:4](=[O:11])[NH:5][C:6]=1[CH3:10]. The yield is 0.943. (5) The reactants are [Cl:1][C:2]1[CH:3]=[C:4]([CH:12]([CH2:22][CH:23]2[CH2:27][CH2:26][CH2:25][C:24]2=O)[C:13]([NH:15][C:16]2[CH:21]=[N:20][CH:19]=[CH:18][N:17]=2)=[O:14])[CH:5]=[CH:6][C:7]=1[S:8]([CH3:11])(=[O:10])=[O:9].Cl.[CH3:30][O:31][NH2:32]. The catalyst is N1C=CC=CC=1.CO. The product is [Cl:1][C:2]1[CH:3]=[C:4]([CH:12]([CH2:22][CH:23]2[CH2:27][CH2:26][CH2:25][C:24]2=[N:32][O:31][CH3:30])[C:13]([NH:15][C:16]2[CH:21]=[N:20][CH:19]=[CH:18][N:17]=2)=[O:14])[CH:5]=[CH:6][C:7]=1[S:8]([CH3:11])(=[O:10])=[O:9]. The yield is 0.872.